Dataset: Catalyst prediction with 721,799 reactions and 888 catalyst types from USPTO. Task: Predict which catalyst facilitates the given reaction. Reactant: [Cl:1][C:2]1[CH:9]=[CH:8][CH:7]=[C:6]([C:10]([F:13])([F:12])[F:11])[C:3]=1[CH:4]=[O:5].[CH3:14][Mg]Br.CCOCC.[NH4+].[Cl-]. Product: [Cl:1][C:2]1[CH:9]=[CH:8][CH:7]=[C:6]([C:10]([F:11])([F:12])[F:13])[C:3]=1[CH:4]([OH:5])[CH3:14]. The catalyst class is: 1.